This data is from Human liver microsome stability data. The task is: Regression/Classification. Given a drug SMILES string, predict its absorption, distribution, metabolism, or excretion properties. Task type varies by dataset: regression for continuous measurements (e.g., permeability, clearance, half-life) or binary classification for categorical outcomes (e.g., BBB penetration, CYP inhibition). Dataset: hlm. (1) The drug is CCN1C(=O)C(c2cc(-c3cnn(C)c3)ccc2O)C(=O)N(c2ccccc2)c2cc(C(F)(F)F)ccc21. The result is 0 (unstable in human liver microsomes). (2) The compound is COc1cccc(CNC(=O)c2[nH]c3cc(-c4cn[nH]c4)ccc3c2CN2CCOCC2)c1. The result is 1 (stable in human liver microsomes). (3) The compound is Cc1c(C(=O)Nc2cccc(C(F)(F)F)n2)nn(C)c1-c1ccc(F)cc1. The result is 0 (unstable in human liver microsomes). (4) The drug is CCc1nc2cc(Cl)ccn2c1C(=O)NCc1ccc(N2CCN(c3ccc(F)cc3)CC2)cc1. The result is 0 (unstable in human liver microsomes). (5) The compound is Fc1cccc(CN(C2CCOCC2)[C@H]2CCNC2)c1C(F)(F)F. The result is 0 (unstable in human liver microsomes). (6) The molecule is Cc1[nH]c2ccccc2c1CCN1Cc2ccc(/C=C/C(=O)NO)cc2C1. The result is 1 (stable in human liver microsomes). (7) The molecule is O=C1NN=C(c2ccc(OC3CCN(C4CCC4)CC3)cc2)[C@@H]2C[C@H]12. The result is 0 (unstable in human liver microsomes). (8) The molecule is Clc1ccc2c(NCCNCc3ccc(-c4ccccc4)s3)ccnc2c1. The result is 1 (stable in human liver microsomes).